This data is from Reaction yield outcomes from USPTO patents with 853,638 reactions. The task is: Predict the reaction yield, written as a fraction of the theoretical maximum amount of product (1.0 means a 100% yield; for example, 0.34 means a 34% yield). (1) The reactants are C[O:2][C:3]([C:5]1[N:33]([CH:34]2[CH2:38][CH2:37][CH2:36][CH2:35]2)[C:8]2[N:9]=[C:10]([NH:13][C:14]3[CH:19]=[CH:18][C:17]([N:20]4[CH2:25][CH2:24][N:23]([C:26]([O:28][C:29]([CH3:32])([CH3:31])[CH3:30])=[O:27])[CH2:22][CH2:21]4)=[CH:16][N:15]=3)[N:11]=[CH:12][C:7]=2[C:6]=1[CH3:39])=[O:4].[OH-].[Li+]. The catalyst is CO.O.C(Cl)Cl.O. The product is [C:29]([O:28][C:26]([N:23]1[CH2:24][CH2:25][N:20]([C:17]2[CH:18]=[CH:19][C:14]([NH:13][C:10]3[N:11]=[CH:12][C:7]4[C:6]([CH3:39])=[C:5]([C:3]([OH:4])=[O:2])[N:33]([CH:34]5[CH2:35][CH2:36][CH2:37][CH2:38]5)[C:8]=4[N:9]=3)=[N:15][CH:16]=2)[CH2:21][CH2:22]1)=[O:27])([CH3:32])([CH3:30])[CH3:31]. The yield is 0.530. (2) The reactants are [CH:1]1([CH:7]([C:18]2[CH:22]=[C:21]([C:23]3[CH:28]=[CH:27][CH:26]=[CH:25][N:24]=3)[O:20][C:19]=2[CH3:29])[O:8][C:9]2[CH:17]=[CH:16][C:12]([C:13](O)=[O:14])=[CH:11][CH:10]=2)[CH2:6][CH2:5][CH2:4][CH2:3][CH2:2]1.[CH3:30][NH:31][CH2:32][CH2:33][C:34]([O:36]CC)=[O:35].Cl.C(N=C=NCCCN(C)C)C.O.OC1C2N=NNC=2C=CC=1. The catalyst is CN(C)C=O.C(OCC)(=O)C.C(N(CC)CC)C. The product is [CH:1]1([CH:7]([C:18]2[CH:22]=[C:21]([C:23]3[CH:28]=[CH:27][CH:26]=[CH:25][N:24]=3)[O:20][C:19]=2[CH3:29])[O:8][C:9]2[CH:10]=[CH:11][C:12]([C:13]([N:31]([CH3:30])[CH2:32][CH2:33][C:34]([OH:36])=[O:35])=[O:14])=[CH:16][CH:17]=2)[CH2:6][CH2:5][CH2:4][CH2:3][CH2:2]1. The yield is 0.810. (3) The reactants are [Cl:1][C:2]1[CH:3]=[C:4]([CH:7]=[CH:8][C:9]=1[O:10][CH2:11][CH2:12][CH2:13][N:14]1[CH2:20][CH2:19][CH2:18][N:17]([CH3:21])[CH2:16][CH2:15]1)[CH:5]=O.[C:22]([C:26]1[CH:27]=[C:28]([NH2:33])[C:29]([NH2:32])=[CH:30][CH:31]=1)([CH3:25])([CH3:24])[CH3:23]. No catalyst specified. The product is [C:22]([C:26]1[CH:31]=[CH:30][C:29]2[NH:32][C:5]([C:4]3[CH:7]=[CH:8][C:9]([O:10][CH2:11][CH2:12][CH2:13][N:14]4[CH2:20][CH2:19][CH2:18][N:17]([CH3:21])[CH2:16][CH2:15]4)=[C:2]([Cl:1])[CH:3]=3)=[N:33][C:28]=2[CH:27]=1)([CH3:25])([CH3:23])[CH3:24]. The yield is 0.340. (4) The reactants are [NH2:1][CH2:2][C:3]1[CH:9]=[CH:8][C:7]([Br:10])=[CH:6][C:4]=1[NH2:5].C1N=CN([C:16](N2C=NC=C2)=[O:17])C=1. The catalyst is C1COCC1. The product is [Br:10][C:7]1[CH:6]=[C:4]2[C:3]([CH2:2][NH:1][C:16](=[O:17])[NH:5]2)=[CH:9][CH:8]=1. The yield is 0.720. (5) The reactants are [CH2:1]([O:3][C:4](=[O:26])[CH2:5][C@@H:6]([N:13]1[C:21](=[O:22])[NH:20][C:19]2[C:14]1=[N:15][C:16]([CH:23]1[CH2:25][CH2:24]1)=[N:17][CH:18]=2)[C:7]1[CH:12]=[CH:11][CH:10]=[CH:9][CH:8]=1)[CH3:2].C([O-])([O-])=O.[K+].[K+].[I-].[CH3:34][N:35]1[C:43]2[C:38](=[C:39]([CH3:44])[CH:40]=[CH:41][CH:42]=2)[C:37]([CH2:45][N+](C)(C)C)=[CH:36]1. The catalyst is CN(C=O)C.C(OCC)(=O)C. The product is [CH2:1]([O:3][C:4](=[O:26])[CH2:5][C@@H:6]([N:13]1[C:21](=[O:22])[N:20]([CH2:45][C:37]2[C:38]3[C:43](=[CH:42][CH:41]=[CH:40][C:39]=3[CH3:44])[N:35]([CH3:34])[CH:36]=2)[C:19]2[C:14]1=[N:15][C:16]([CH:23]1[CH2:24][CH2:25]1)=[N:17][CH:18]=2)[C:7]1[CH:8]=[CH:9][CH:10]=[CH:11][CH:12]=1)[CH3:2]. The yield is 0.500. (6) The reactants are [NH2:1][C:2]1[N:7]=[C:6]([C:8]2[CH:13]=[CH:12][CH:11]=[CH:10][CH:9]=2)[N:5]=[C:4]([OH:14])[C:3]=1[CH2:15][C:16]1([CH3:21])OCCO1.[ClH:22]. No catalyst specified. The product is [ClH:22].[CH3:21][C:16]1[NH:1][C:2]2[N:7]=[C:6]([C:8]3[CH:13]=[CH:12][CH:11]=[CH:10][CH:9]=3)[N:5]=[C:4]([OH:14])[C:3]=2[CH:15]=1. The yield is 0.780.